The task is: Predict the reactants needed to synthesize the given product.. This data is from Full USPTO retrosynthesis dataset with 1.9M reactions from patents (1976-2016). (1) Given the product [CH:13]12[CH:12]([NH:11][C:2]3[CH:3]=[CH:4][C:5]4[C:10](=[CH:9][CH:8]=[CH:7][CH:6]=4)[N:1]=3)[CH:17]1[CH2:16][NH:15][CH2:14]2, predict the reactants needed to synthesize it. The reactants are: [N:1]1[C:10]2[C:5](=[CH:6][CH:7]=[CH:8][CH:9]=2)[CH:4]=[CH:3][C:2]=1[NH:11][CH:12]1[CH:17]2[CH:13]1[CH2:14][N:15](C(OC(C)(C)C)=O)[CH2:16]2. (2) The reactants are: [H-].[Na+].[Cl:3][C:4]1[CH:9]=[CH:8][CH:7]=[C:6]([Cl:10])[C:5]=1[C:11]1[C:15]([CH2:16][O:17][C:18]2[CH:19]=[C:20]3[C:24](=[CH:25][CH:26]=2)[NH:23][CH:22]=[CH:21]3)=[C:14]([CH:27]([CH3:29])[CH3:28])[O:13][N:12]=1.Cl[C:31]([C:33]1[CH:34]=[C:35]([CH:43]=[CH:44][CH:45]=1)[C:36]([O:38][C:39]([CH3:42])([CH3:41])[CH3:40])=[O:37])=[O:32].C(OCC)(=O)C. Given the product [Cl:3][C:4]1[CH:9]=[CH:8][CH:7]=[C:6]([Cl:10])[C:5]=1[C:11]1[C:15]([CH2:16][O:17][C:18]2[CH:19]=[C:20]3[C:24](=[CH:25][CH:26]=2)[N:23]([C:31]([C:33]2[CH:34]=[C:35]([CH:43]=[CH:44][CH:45]=2)[C:36]([O:38][C:39]([CH3:41])([CH3:42])[CH3:40])=[O:37])=[O:32])[CH:22]=[CH:21]3)=[C:14]([CH:27]([CH3:29])[CH3:28])[O:13][N:12]=1, predict the reactants needed to synthesize it. (3) Given the product [CH3:1][N:2]1[CH2:8][C:6](=[O:7])[N:5]([CH2:18][C:17]2[CH:20]=[CH:21][C:14]([N+:11]([O-:13])=[O:12])=[CH:15][CH:16]=2)[C:3]1=[O:4], predict the reactants needed to synthesize it. The reactants are: [CH3:1][N:2]1[CH2:8][C:6](=[O:7])[NH:5][C:3]1=[O:4].[H-].[Na+].[N+:11]([C:14]1[CH:21]=[CH:20][C:17]([CH2:18]Br)=[CH:16][CH:15]=1)([O-:13])=[O:12].O.